The task is: Predict which catalyst facilitates the given reaction.. This data is from Catalyst prediction with 721,799 reactions and 888 catalyst types from USPTO. (1) Reactant: [F:1][C:2]1[CH:7]=[CH:6][C:5]([N:8]2[C:12](=[O:13])[CH:11]=[C:10]([CH3:14])[NH:9]2)=[CH:4][CH:3]=1.[F:15][C:16]([F:24])([F:23])[C:17](=[O:22])[C:18]([O:20][CH3:21])=[O:19]. Product: [CH3:21][O:20][C:18](=[O:19])[C:17]([OH:22])([C:16]([F:24])([F:23])[F:15])[C:11]1[C:12](=[O:13])[N:8]([C:5]2[CH:4]=[CH:3][C:2]([F:1])=[CH:7][CH:6]=2)[NH:9][C:10]=1[CH3:14]. The catalyst class is: 22. (2) Reactant: [Br:1][C:2]1[C:3]2[N:4]([C:9]([NH2:12])=[N:10][N:11]=2)[C:5]([Cl:8])=[CH:6][CH:7]=1.CCN(C(C)C)C(C)C.[CH3:22][S:23](Cl)(=[O:25])=[O:24]. Product: [Br:1][C:2]1[C:3]2[N:4]([C:9]([NH:12][S:23]([CH3:22])(=[O:25])=[O:24])=[N:10][N:11]=2)[C:5]([Cl:8])=[CH:6][CH:7]=1. The catalyst class is: 2. (3) Reactant: FC(F)(F)C(O)=O.[Cl:8][C:9]1[CH:10]=[C:11]([C:23]([NH:25][C@H:26]([C:28]2[CH:40]=[CH:39][C:31]([C:32]([O:34]C(C)(C)C)=[O:33])=[CH:30][CH:29]=2)[CH3:27])=[O:24])[C:12]([O:15][C:16]2[CH:21]=[CH:20][C:19]([F:22])=[CH:18][CH:17]=2)=[N:13][CH:14]=1. Product: [Cl:8][C:9]1[CH:10]=[C:11]([C:23]([NH:25][C@H:26]([C:28]2[CH:29]=[CH:30][C:31]([C:32]([OH:34])=[O:33])=[CH:39][CH:40]=2)[CH3:27])=[O:24])[C:12]([O:15][C:16]2[CH:21]=[CH:20][C:19]([F:22])=[CH:18][CH:17]=2)=[N:13][CH:14]=1. The catalyst class is: 4.